Dataset: Catalyst prediction with 721,799 reactions and 888 catalyst types from USPTO. Task: Predict which catalyst facilitates the given reaction. Reactant: P(O)(O)([O-])=O.[K+].S([O-])([O-])(=O)=O.[Mg+2].[C:13](=[O:16])([O-])[O-:14].[Ca+2].[OH-].[Na+].[CH2:20]([NH:26][C:27](CO)(CO)[CH2:28][OH:29])[CH2:21]S(O)(=O)=O.N1CCC[C@H]1C(O)=O.O=C(CCC(O)=O)C(O)=O.O=C1O[C@H]([C@H](CO)O)C(O)=C1O. Product: [OH:29][C@H:28]1[CH2:27][NH:26][C@H:20]([C:13]([OH:14])=[O:16])[CH2:21]1. The catalyst class is: 113.